Regression/Classification. Given a drug SMILES string, predict its toxicity properties. Task type varies by dataset: regression for continuous values (e.g., LD50, hERG inhibition percentage) or binary classification for toxic/non-toxic outcomes (e.g., AMES mutagenicity, cardiotoxicity, hepatotoxicity). Dataset: ames. From a dataset of Ames mutagenicity test results for genotoxicity prediction. The molecule is Cc1ccc(C(=O)ON(OCc2ccccc2)C(=O)c2ccccc2)cc1. The result is 1 (mutagenic).